Dataset: Forward reaction prediction with 1.9M reactions from USPTO patents (1976-2016). Task: Predict the product of the given reaction. (1) Given the reactants C[O:2][C:3](=[O:51])[CH2:4][C@H:5]([OH:50])[CH2:6][C@H:7]([OH:49])[CH2:8][CH2:9][C:10]1[N:11]([CH:46]([CH3:48])[CH3:47])[C:12]([C:29](=[O:45])[NH:30][C:31]2[CH:36]=[CH:35][C:34]([O:37][CH2:38][C:39]3[CH:44]=[CH:43][CH:42]=[CH:41][CH:40]=3)=[CH:33][CH:32]=2)=[C:13]([C:22]2[CH:27]=[CH:26][C:25]([F:28])=[CH:24][CH:23]=2)[C:14]=1[C:15]1[CH:20]=[CH:19][C:18]([F:21])=[CH:17][CH:16]=1.C(O)C.O.[OH-].[Na+:57], predict the reaction product. The product is: [Na+:57].[CH2:38]([O:37][C:34]1[CH:33]=[CH:32][C:31]([NH:30][C:29]([C:12]2[N:11]([CH:46]([CH3:48])[CH3:47])[C:10]([CH2:9][CH2:8][CH:7]([OH:49])[CH2:6][CH:5]([OH:50])[CH2:4][C:3]([O-:51])=[O:2])=[C:14]([C:15]3[CH:16]=[CH:17][C:18]([F:21])=[CH:19][CH:20]=3)[C:13]=2[C:22]2[CH:23]=[CH:24][C:25]([F:28])=[CH:26][CH:27]=2)=[O:45])=[CH:36][CH:35]=1)[C:39]1[CH:40]=[CH:41][CH:42]=[CH:43][CH:44]=1. (2) Given the reactants [F:1][C:2]1[C:3]([N:20]([C:28]2[CH:33]=[CH:32][CH:31]=[C:30]([N:34]([OH:39])[C:35](=[O:38])[CH:36]=[CH2:37])[CH:29]=2)C(=O)OC(C)(C)C)=[N:4][C:5]([NH:8][C:9]2[CH:14]=[CH:13][C:12]([O:15][CH2:16][CH2:17][O:18][CH3:19])=[CH:11][CH:10]=2)=[N:6][CH:7]=1.FC(F)(F)C(O)=O.CCCCCC.C(OCC)(=O)C, predict the reaction product. The product is: [F:1][C:2]1[C:3]([NH:20][C:28]2[CH:29]=[C:30]([N:34]([OH:39])[C:35](=[O:38])[CH:36]=[CH2:37])[CH:31]=[CH:32][CH:33]=2)=[N:4][C:5]([NH:8][C:9]2[CH:10]=[CH:11][C:12]([O:15][CH2:16][CH2:17][O:18][CH3:19])=[CH:13][CH:14]=2)=[N:6][CH:7]=1. (3) Given the reactants [C:1]1([CH2:7][CH2:8][NH:9][C:10](=O)[C:11]2[CH:16]=[CH:15][CH:14]=[C:13]([F:17])[CH:12]=2)[CH:6]=[CH:5][CH:4]=[CH:3][CH:2]=1.O=P12OP3(OP(OP(O3)(O1)=O)(=O)O2)=O.P(Cl)(Cl)(Cl)=O.[OH-].[Na+], predict the reaction product. The product is: [F:17][C:13]1[CH:12]=[C:11]([C:10]2[C:6]3[C:1](=[CH:2][CH:3]=[CH:4][CH:5]=3)[CH2:7][CH2:8][N:9]=2)[CH:16]=[CH:15][CH:14]=1. (4) Given the reactants [OH:1][C:2]1[CH:9]=[CH:8][C:5]([CH:6]=O)=[CH:4][CH:3]=1.[CH2:10]([NH2:18])[CH2:11][C:12]1[CH:17]=[CH:16][CH:15]=[CH:14][CH:13]=1.[BH4-].[Na+], predict the reaction product. The product is: [CH2:10]([NH:18][CH2:6][C:5]1[CH:8]=[CH:9][C:2]([OH:1])=[CH:3][CH:4]=1)[CH2:11][C:12]1[CH:17]=[CH:16][CH:15]=[CH:14][CH:13]=1. (5) The product is: [CH:1]1([C@@H:6]2[NH:11][C:10](=[O:12])[C@H:9]([CH2:13][CH:14]([CH3:16])[CH3:15])[N:8]([C:29]([C:27]3[O:26][N:25]=[C:24]([C:21]4[CH:22]=[CH:23][C:18]([F:17])=[CH:19][CH:20]=4)[CH:28]=3)=[O:30])[CH2:7]2)[CH2:2][CH2:3][CH2:4][CH2:5]1. Given the reactants [CH:1]1([C@@H:6]2[NH:11][C:10](=[O:12])[C@H:9]([CH2:13][CH:14]([CH3:16])[CH3:15])[NH:8][CH2:7]2)[CH2:5][CH2:4][CH2:3][CH2:2]1.[F:17][C:18]1[CH:23]=[CH:22][C:21]([C:24]2[CH:28]=[C:27]([C:29](O)=[O:30])[O:26][N:25]=2)=[CH:20][CH:19]=1.C([C@@H]1N(C(=O)/C=C/C2C=CC=CC=2)C[C@H](CC(C)C)NC1=O)C(C)C, predict the reaction product.